Predict the reactants needed to synthesize the given product. From a dataset of Full USPTO retrosynthesis dataset with 1.9M reactions from patents (1976-2016). Given the product [F:18][C:12]1[CH:11]=[C:10]([C:29]2[N:34]=[C:33]([CH:35]=[O:36])[CH:32]=[CH:31][CH:30]=2)[CH:9]=[C:8]([F:7])[C:13]=1[O:14][CH2:15][O:16][CH3:17], predict the reactants needed to synthesize it. The reactants are: C(=O)([O-])[O-].[K+].[K+].[F:7][C:8]1[CH:9]=[C:10](B2OC(C)(C)C(C)(C)O2)[CH:11]=[C:12]([F:18])[C:13]=1[O:14][CH2:15][O:16][CH3:17].Br[C:29]1[N:34]=[C:33]([CH:35]=[O:36])[CH:32]=[CH:31][CH:30]=1.